Predict the reactants needed to synthesize the given product. From a dataset of Full USPTO retrosynthesis dataset with 1.9M reactions from patents (1976-2016). (1) Given the product [F:20][C:21]1[CH:26]=[CH:25][CH:24]=[CH:23][C:22]=1[C:2]1[CH:3]=[N:4][CH:5]=[C:6]2[C:11]=1[N:10]=[C:9]([C:12]([NH:14][CH2:15][C:16]([F:19])([F:18])[F:17])=[O:13])[CH:8]=[CH:7]2, predict the reactants needed to synthesize it. The reactants are: Br[C:2]1[CH:3]=[N:4][CH:5]=[C:6]2[C:11]=1[N:10]=[C:9]([C:12]([NH:14][CH2:15][C:16]([F:19])([F:18])[F:17])=[O:13])[CH:8]=[CH:7]2.[F:20][C:21]1[CH:26]=[CH:25][CH:24]=[CH:23][C:22]=1B(O)O.C(=O)([O-])[O-].[Cs+].[Cs+]. (2) Given the product [Cl:17][C:15]1[C:14]([C:18]2[CH:19]=[N:20][C:21]([C:26]([F:29])([F:27])[F:28])=[CH:22][C:23]=2[C:24]#[N:25])=[CH:13][C:12]([C:30](=[O:40])[N:31]([CH3:39])[C:32]2[CH:37]=[CH:36][CH:35]=[CH:34][C:33]=2[CH3:38])=[C:11]([CH:16]=1)[O:10][CH2:9][CH2:8][CH2:7][C:6]([OH:41])=[O:5], predict the reactants needed to synthesize it. The reactants are: C([O:5][C:6](=[O:41])[CH2:7][CH2:8][CH2:9][O:10][C:11]1[CH:16]=[C:15]([Cl:17])[C:14]([C:18]2[CH:19]=[N:20][C:21]([C:26]([F:29])([F:28])[F:27])=[CH:22][C:23]=2[C:24]#[N:25])=[CH:13][C:12]=1[C:30](=[O:40])[N:31]([CH3:39])[C:32]1[CH:37]=[CH:36][CH:35]=[CH:34][C:33]=1[CH3:38])(C)(C)C. (3) Given the product [NH2:50][C:51]([C:53]1[O:54][C:55]2[CH:77]=[CH:76][C:75]([Br:78])=[CH:74][C:56]=2[C:57]=1[NH:58][C:59](=[O:60])[C@@H:61]1[CH2:65][CH2:64][C:63](=[O:66])[NH:62]1)=[O:52], predict the reactants needed to synthesize it. The reactants are: BrC1C=CC2OC3C(=O)NC(C4CCNCC4)=NC=3C=2C=1.BrC1C=CC2OC3C(=O)NC(C4CCN(C(OC(C)(C)C)=O)CC4)=NC=3C=2C=1.[NH2:50][C:51]([C:53]1[O:54][C:55]2[CH:77]=[CH:76][C:75]([Br:78])=[CH:74][C:56]=2[C:57]=1[NH:58][C:59]([C@@H:61]1[CH2:65][CH2:64][C:63](=[O:66])[N:62]1C(OC(C)(C)C)=O)=[O:60])=[O:52]. (4) The reactants are: [C:1]([C:3]([C:6]1[CH:7]=[C:8]([C:12]([NH:14][C:15]2[CH:16]=[C:17]([N:21]([CH3:34])[C:22]3[N:27]=[C:26]([S:28][C:29]#[N:30])[C:25]([N+:31]([O-])=O)=[CH:24][N:23]=3)[CH:18]=[CH:19][CH:20]=2)=[O:13])[CH:9]=[CH:10][CH:11]=1)([CH3:5])[CH3:4])#[N:2].CN1CCCC1=O.Cl.[OH-].[Na+]. Given the product [NH2:30][C:29]1[S:28][C:26]2[N:27]=[C:22]([N:21]([CH3:34])[C:17]3[CH:16]=[C:15]([NH:14][C:12](=[O:13])[C:8]4[CH:9]=[CH:10][CH:11]=[C:6]([C:3]([C:1]#[N:2])([CH3:5])[CH3:4])[CH:7]=4)[CH:20]=[CH:19][CH:18]=3)[N:23]=[CH:24][C:25]=2[N:31]=1, predict the reactants needed to synthesize it.